From a dataset of Catalyst prediction with 721,799 reactions and 888 catalyst types from USPTO. Predict which catalyst facilitates the given reaction. (1) Reactant: BrC1C2N(N=C(NC3C=CC(OC)=CC=3)N=2)C=CC=1.C(OC(N1CC=C(B2OC(C)(C)C(C)(C)O2)CC1)=O)(C)(C)C.[C:42]([O:46][C:47]([N:49]1[CH2:54][CH:53]=[C:52]([C:55]2[C:56]3[N:57]([N:61]=[C:62]([NH:64][C:65]4[CH:70]=[CH:69][C:68]([O:71][CH3:72])=[CH:67][CH:66]=4)[N:63]=3)[CH:58]=[CH:59][CH:60]=2)[CH2:51][CH2:50]1)=[O:48])([CH3:45])([CH3:44])[CH3:43].ClCCl.FC(F)(F)C(O)=O. Product: [C:42]([O:46][C:47]([N:49]1[CH2:50][CH:51]=[C:52]([C:55]2[C:56]3[N:57]([N:61]=[C:62]([NH:64][C:65]4[CH:70]=[CH:69][C:68]([O:71][CH3:72])=[CH:67][CH:66]=4)[N:63]=3)[CH:58]=[CH:59][CH:60]=2)[CH2:53][CH2:54]1)=[O:48])([CH3:45])([CH3:44])[CH3:43].[CH3:72][O:71][C:68]1[CH:67]=[CH:66][C:65]([NH:64][C:62]2[N:63]=[C:56]3[C:55]([C:52]4[CH2:53][CH2:54][NH:49][CH2:50][CH:51]=4)=[CH:60][CH:59]=[CH:58][N:57]3[N:61]=2)=[CH:70][CH:69]=1. The catalyst class is: 140. (2) Reactant: F[C:2]1[CH:3]=[C:4]([N+:8]([O-:10])=[O:9])[CH:5]=[CH:6][CH:7]=1.[C:11]([N:18]1[CH2:23][CH2:22][NH:21][CH2:20][CH2:19]1)([O:13][C:14]([CH3:17])([CH3:16])[CH3:15])=[O:12]. Product: [N+:8]([C:4]1[CH:3]=[C:2]([N:21]2[CH2:20][CH2:19][N:18]([C:11]([O:13][C:14]([CH3:17])([CH3:16])[CH3:15])=[O:12])[CH2:23][CH2:22]2)[CH:7]=[CH:6][CH:5]=1)([O-:10])=[O:9]. The catalyst class is: 16. (3) Reactant: F[C:2]1[CH:12]=[CH:11][C:5]([C:6]([O:8][CH2:9][CH3:10])=[O:7])=[CH:4][C:3]=1[N+:13]([O-:15])=[O:14].[CH2:16]([CH:18]([C:21]1[NH:22][CH:23]=[CH:24][N:25]=1)[CH2:19][CH3:20])[CH3:17].C(N(CC)C(C)C)(C)C. Product: [CH2:16]([CH:18]([C:21]1[N:22]([C:2]2[CH:12]=[CH:11][C:5]([C:6]([O:8][CH2:9][CH3:10])=[O:7])=[CH:4][C:3]=2[N+:13]([O-:15])=[O:14])[CH:23]=[CH:24][N:25]=1)[CH2:19][CH3:20])[CH3:17]. The catalyst class is: 10. (4) Reactant: [C@@H:1]12[CH2:6][C@@H:5]1[CH2:4][C@H:3]([C:7]([O:9]CC)=[O:8])[N:2]2[C:12]([O:14][C:15]([CH3:18])([CH3:17])[CH3:16])=[O:13].O.[OH-].[Li+]. Product: [C:15]([O:14][C:12]([N:2]1[C@@H:3]([C:7]([OH:9])=[O:8])[CH2:4][C@@H:5]2[C@H:1]1[CH2:6]2)=[O:13])([CH3:18])([CH3:16])[CH3:17]. The catalyst class is: 88. (5) Reactant: Cl[CH2:2][C:3]1[N:8]=[C:7]([C:9]([NH:11][C:12]2[CH:17]=[CH:16][C:15]([N:18]3[CH2:23][CH2:22][CH2:21][CH2:20][CH2:19]3)=[CH:14][C:13]=2[C:24]2[CH:29]=[C:28]([C:30](=[O:43])[NH:31][CH2:32][C:33]3[CH:38]=[CH:37][CH:36]=[C:35]([C:39]([F:42])([F:41])[F:40])[CH:34]=3)[CH:27]=[CH:26][N:25]=2)=[O:10])[CH:6]=[CH:5][CH:4]=1.[N:44]1([C:50](=[O:52])[CH3:51])[CH2:49][CH2:48][NH:47][CH2:46][CH2:45]1.C(=O)([O-])[O-].[K+].[K+].[I-].[K+]. Product: [C:50]([N:44]1[CH2:49][CH2:48][N:47]([CH2:2][C:3]2[N:8]=[C:7]([C:9]([NH:11][C:12]3[CH:17]=[CH:16][C:15]([N:18]4[CH2:23][CH2:22][CH2:21][CH2:20][CH2:19]4)=[CH:14][C:13]=3[C:24]3[CH:29]=[C:28]([C:30](=[O:43])[NH:31][CH2:32][C:33]4[CH:38]=[CH:37][CH:36]=[C:35]([C:39]([F:42])([F:41])[F:40])[CH:34]=4)[CH:27]=[CH:26][N:25]=3)=[O:10])[CH:6]=[CH:5][CH:4]=2)[CH2:46][CH2:45]1)(=[O:52])[CH3:51]. The catalyst class is: 9. (6) Reactant: [NH:1]1[CH:5]=[C:4]([CH:6]=O)[N:3]=[CH:2]1.[CH2:8]([NH:15][CH2:16][CH2:17][OH:18])[C:9]1[CH:14]=[CH:13][CH:12]=[CH:11][CH:10]=1.C(O[BH-](OC(=O)C)OC(=O)C)(=O)C.[Na+]. Product: [NH3:1].[CH2:8]([N:15]([CH2:6][C:4]1[N:3]=[CH:2][NH:1][CH:5]=1)[CH2:16][CH2:17][OH:18])[C:9]1[CH:14]=[CH:13][CH:12]=[CH:11][CH:10]=1. The catalyst class is: 7. (7) Reactant: [CH3:1][O:2][C:3]1[CH:12]=[CH:11][C:10]([N:13]2[C:17]([S:18][CH3:19])=[N:16][N:15]=[N:14]2)=[CH:9][C:4]=1[C:5]([O:7]C)=[O:6].[OH-].[Li+]. Product: [CH3:1][O:2][C:3]1[CH:12]=[CH:11][C:10]([N:13]2[C:17]([S:18][CH3:19])=[N:16][N:15]=[N:14]2)=[CH:9][C:4]=1[C:5]([OH:7])=[O:6]. The catalyst class is: 30.